This data is from Forward reaction prediction with 1.9M reactions from USPTO patents (1976-2016). The task is: Predict the product of the given reaction. (1) Given the reactants [C:1]([O:5][C:6](=[O:43])[CH2:7][CH2:8][NH:9][C:10](=[O:42])[C:11]1[CH:16]=[CH:15][C:14]([O:17][CH:18]([C:26]2[CH:31]=[CH:30][C:29]([C:32]3[CH:37]=[CH:36][C:35]([C:38]([F:41])([F:40])[F:39])=[CH:34][CH:33]=3)=[CH:28][CH:27]=2)[CH2:19][CH:20]2[CH2:25][CH2:24][CH2:23][CH2:22][CH2:21]2)=[CH:13][CH:12]=1)([CH3:4])([CH3:3])[CH3:2].[H-].[Na+].[CH3:46]I, predict the reaction product. The product is: [C:1]([O:5][C:6](=[O:43])[CH2:7][CH2:8][N:9]([C:10](=[O:42])[C:11]1[CH:12]=[CH:13][C:14]([O:17][CH:18]([C:26]2[CH:27]=[CH:28][C:29]([C:32]3[CH:37]=[CH:36][C:35]([C:38]([F:41])([F:40])[F:39])=[CH:34][CH:33]=3)=[CH:30][CH:31]=2)[CH2:19][CH:20]2[CH2:21][CH2:22][CH2:23][CH2:24][CH2:25]2)=[CH:15][CH:16]=1)[CH3:46])([CH3:4])([CH3:2])[CH3:3]. (2) Given the reactants [O-:1][N+:2]1[C:7]2[CH:8]=[CH:9][CH:10]=[CH:11][C:6]=2[N:5]=[C:4]([NH:12][CH2:13][CH2:14][CH2:15][NH:16][C:17](=[O:23])[O:18][C:19]([CH3:22])([CH3:21])[CH3:20])[N:3]=1.CC[O:26]C(C)=O.CO, predict the reaction product. The product is: [O-:1][N+:2]1[C:7]2[CH:8]=[CH:9][CH:10]=[CH:11][C:6]=2[N+:5]([O-:26])=[C:4]([NH:12][CH2:13][CH2:14][CH2:15][NH:16][C:17](=[O:23])[O:18][C:19]([CH3:20])([CH3:22])[CH3:21])[N:3]=1.